From a dataset of Reaction yield outcomes from USPTO patents with 853,638 reactions. Predict the reaction yield, written as a fraction of the theoretical maximum amount of product (1.0 means a 100% yield; for example, 0.34 means a 34% yield). The reactants are C[O:2][C:3](=O)[C:4]1[CH:9]=[CH:8][C:7]([N:10]2[C:17](=[S:18])[N:16]([C:19]3[CH:24]=[CH:23][C:22]([C:25]#[N:26])=[C:21]([C:27]([F:30])([F:29])[F:28])[CH:20]=3)[C:15](=[O:31])[C:11]32[CH2:14][CH2:13][CH2:12]3)=[CH:6][CH:5]=1.[CH3:33][NH2:34]. No catalyst specified. The product is [CH3:33][NH:34][C:3](=[O:2])[C:4]1[CH:9]=[CH:8][C:7]([N:10]2[C:17](=[S:18])[N:16]([C:19]3[CH:24]=[CH:23][C:22]([C:25]#[N:26])=[C:21]([C:27]([F:29])([F:30])[F:28])[CH:20]=3)[C:15](=[O:31])[C:11]32[CH2:12][CH2:13][CH2:14]3)=[CH:6][CH:5]=1. The yield is 0.840.